This data is from Catalyst prediction with 721,799 reactions and 888 catalyst types from USPTO. The task is: Predict which catalyst facilitates the given reaction. (1) Reactant: [F:1][C:2]1[CH:20]=[C:19]([CH2:21][OH:22])[CH:18]=[C:17]([F:23])[C:3]=1[O:4][C:5]1[CH:12]=[CH:11][C:8]([C:9]#[N:10])=[C:7]([C:13]([F:16])([F:15])[F:14])[CH:6]=1.[H-].[Na+].Cl[C:27]1[CH:28]=[C:29]2[N:36]([CH3:37])[CH2:35][CH2:34][N:30]2[C:31](=[O:33])[N:32]=1. Product: [F:1][C:2]1[CH:20]=[C:19]([CH2:21][O:22][C:27]2[CH:28]=[C:29]3[N:36]([CH3:37])[CH2:35][CH2:34][N:30]3[C:31](=[O:33])[N:32]=2)[CH:18]=[C:17]([F:23])[C:3]=1[O:4][C:5]1[CH:12]=[CH:11][C:8]([C:9]#[N:10])=[C:7]([C:13]([F:15])([F:16])[F:14])[CH:6]=1. The catalyst class is: 3. (2) Reactant: [N:1]([CH2:4][C@H:5]1[CH2:9][N:8]([C:10]2[CH:11]=[CH:12][C:13]3[O:14][CH2:15][C:16](=[O:20])[NH:17][C:18]=3[N:19]=2)[C:7](=[O:21])[CH2:6]1)=[N+]=[N-]. Product: [NH2:1][CH2:4][C@H:5]1[CH2:9][N:8]([C:10]2[CH:11]=[CH:12][C:13]3[O:14][CH2:15][C:16](=[O:20])[NH:17][C:18]=3[N:19]=2)[C:7](=[O:21])[CH2:6]1. The catalyst class is: 541. (3) Reactant: [C:1]([O:4][CH2:5][C:6](=[O:12])[NH:7][CH2:8][CH:9]([OH:11])[CH3:10])(=[O:3])[CH3:2].CC(OI1(OC(C)=O)(OC(C)=O)OC(=O)C2C=CC=CC1=2)=O. Product: [C:1]([O:4][CH2:5][C:6](=[O:12])[NH:7][CH2:8][C:9](=[O:11])[CH3:10])(=[O:3])[CH3:2]. The catalyst class is: 4.